From a dataset of Reaction yield outcomes from USPTO patents with 853,638 reactions. Predict the reaction yield, written as a fraction of the theoretical maximum amount of product (1.0 means a 100% yield; for example, 0.34 means a 34% yield). (1) The reactants are [F:1][C:2]1[CH:7]=[CH:6][C:5]([N:8]2[C:17]3[C:12](=[CH:13][C:14]([C:18]#[C:19][C:20]4[CH:21]=[N:22][C:23]([CH3:26])=[N:24][CH:25]=4)=[CH:15][CH:16]=3)[C:11](=[O:27])[C:10]([C:28]([O:30][CH2:31][CH3:32])=[O:29])=[CH:9]2)=[CH:4][CH:3]=1. The catalyst is CO.[Pd]. The product is [F:1][C:2]1[CH:7]=[CH:6][C:5]([N:8]2[C:17]3[C:12](=[CH:13][C:14]([CH2:18][CH2:19][C:20]4[CH:25]=[N:24][C:23]([CH3:26])=[N:22][CH:21]=4)=[CH:15][CH:16]=3)[C:11](=[O:27])[C:10]([C:28]([O:30][CH2:31][CH3:32])=[O:29])=[CH:9]2)=[CH:4][CH:3]=1. The yield is 0.630. (2) The reactants are [CH2:1]([O:8][C:9]1[C:14]([CH3:15])=[CH:13][C:12]([C:16]#[C:17][Si](C)(C)C)=[CH:11][C:10]=1[CH3:22])[C:2]1[CH:7]=[CH:6][CH:5]=[CH:4][CH:3]=1.[F-].C([N+](CCCC)(CCCC)CCCC)CCC.[NH4+].[Cl-]. The product is [CH2:1]([O:8][C:9]1[C:14]([CH3:15])=[CH:13][C:12]([C:16]#[CH:17])=[CH:11][C:10]=1[CH3:22])[C:2]1[CH:7]=[CH:6][CH:5]=[CH:4][CH:3]=1. The catalyst is C1COCC1. The yield is 0.910. (3) The reactants are [O:1]=[S:2]([Cl:4])Cl.[OH2:5].[F:6][C:7]1[CH2:8][C:9](=[N+]=[N-])[CH:10]=[C:11]([F:14])[C:12]=1[F:13]. No catalyst specified. The product is [F:6][C:7]1[CH:8]=[C:9]([S:2]([Cl:4])(=[O:1])=[O:5])[CH:10]=[C:11]([F:14])[C:12]=1[F:13]. The yield is 0.830. (4) The reactants are [CH2:1]1[CH2:9][O:8][C:7]2[C:3](=[CH:4][S:5][CH:6]=2)[O:2]1.C([Li])CCC.[CH3:15][Si:16]([C:19]#[C:20][C:21]1[CH:26]=[CH:25][C:24](I)=[CH:23][CH:22]=1)([CH3:18])[CH3:17]. The catalyst is O1CCCC1.[Br-].[Zn+2].[Br-].Cl[Pd](Cl)([P](C1C=CC=CC=1)(C1C=CC=CC=1)C1C=CC=CC=1)[P](C1C=CC=CC=1)(C1C=CC=CC=1)C1C=CC=CC=1. The product is [O:8]1[CH2:9][CH2:1][O:2][C:3]2=[C:4]([C:24]3[CH:25]=[CH:26][C:21]([C:20]#[C:19][Si:16]([CH3:15])([CH3:18])[CH3:17])=[CH:22][CH:23]=3)[S:5][CH:6]=[C:7]12. The yield is 0.580.